From a dataset of Full USPTO retrosynthesis dataset with 1.9M reactions from patents (1976-2016). Predict the reactants needed to synthesize the given product. (1) Given the product [CH2:28]([N:14]([CH2:13][CH2:12][CH2:11][C:5]1[C:4]2[C:8](=[CH:9][CH:10]=[C:2]([F:1])[CH:3]=2)[NH:7][CH:6]=1)[CH:15]1[CH2:24][C:23]2[C:22]([C:25]([NH2:27])=[O:26])=[CH:21][CH:20]=[CH:19][C:18]=2[O:17][CH2:16]1)[CH3:29], predict the reactants needed to synthesize it. The reactants are: [F:1][C:2]1[CH:3]=[C:4]2[C:8](=[CH:9][CH:10]=1)[NH:7][CH:6]=[C:5]2[CH2:11][CH2:12][CH2:13][NH:14][CH:15]1[CH2:24][C:23]2[C:22]([C:25]([NH2:27])=[O:26])=[CH:21][CH:20]=[CH:19][C:18]=2[O:17][CH2:16]1.[CH:28](=O)[CH3:29].C(O)(=O)C.C([BH3-])#N.[Na+]. (2) Given the product [CH3:3][O:4][C:5]1[C:6]([CH3:31])=[C:7]([C:18](=[O:30])[C:19]2[CH:24]=[CH:23][C:22]([N+:25]([O-:27])=[O:26])=[C:21]([O:28][CH3:29])[CH:20]=2)[N:8]2[C:13]=1[CH:12]=[CH:11][C:10]([C:14]([OH:16])=[O:15])=[CH:9]2, predict the reactants needed to synthesize it. The reactants are: [OH-].[Na+].[CH3:3][O:4][C:5]1[C:6]([CH3:31])=[C:7]([C:18](=[O:30])[C:19]2[CH:24]=[CH:23][C:22]([N+:25]([O-:27])=[O:26])=[C:21]([O:28][CH3:29])[CH:20]=2)[N:8]2[C:13]=1[CH:12]=[CH:11][C:10]([C:14]([O:16]C)=[O:15])=[CH:9]2. (3) Given the product [ClH:29].[CH3:7][O:6][C:4](=[O:5])/[CH:3]=[CH:2]/[C:1]([O:9][CH2:10][CH2:11][N:12]([CH2:13][C:14]([OH:20])=[O:15])[CH2:21][C:22]([OH:24])=[O:23])=[O:8], predict the reactants needed to synthesize it. The reactants are: [C:1]([O:9][CH2:10][CH2:11][N:12]([CH2:21][C:22]([O:24]C(C)(C)C)=[O:23])[CH2:13][C:14](=[O:20])[O:15]C(C)(C)C)(=[O:8])/[CH:2]=[CH:3]/[C:4]([O:6][CH3:7])=[O:5].[ClH:29].